This data is from Reaction yield outcomes from USPTO patents with 853,638 reactions. The task is: Predict the reaction yield, written as a fraction of the theoretical maximum amount of product (1.0 means a 100% yield; for example, 0.34 means a 34% yield). (1) The reactants are Cl.[Cl:2][C:3]1[CH:4]=[C:5]([N:9]2[CH2:14][CH2:13][NH:12][CH2:11][CH2:10]2)[CH:6]=[CH:7][CH:8]=1.Br[CH2:16][CH2:17][CH2:18][NH:19][C:20](=[O:29])[O:21][CH2:22][C:23]1[CH:28]=[CH:27][CH:26]=[CH:25][CH:24]=1.C(=O)([O-])[O-].[K+].[K+].O. The catalyst is CN(C)C=O. The product is [Cl:2][C:3]1[CH:4]=[C:5]([N:9]2[CH2:14][CH2:13][N:12]([CH2:16][CH2:17][CH2:18][NH:19][C:20](=[O:29])[O:21][CH2:22][C:23]3[CH:28]=[CH:27][CH:26]=[CH:25][CH:24]=3)[CH2:11][CH2:10]2)[CH:6]=[CH:7][CH:8]=1. The yield is 0.730. (2) The reactants are C([O:4][C:5]1C=[C:7]2[C:11](=[CH:12][CH:13]=1)[NH:10]C=[CH:8]2)(=O)C.[OH2:14].[N:15]([O-])=O.[Na+].Cl.O1[CH2:25][CH2:24][O:23][CH2:22][CH2:21]1. No catalyst specified. The product is [C:24]([O:23][C:22]1[CH:21]=[C:12]2[C:11](=[CH:7][CH:8]=1)[NH:10][N:15]=[C:13]2[CH:5]=[O:4])(=[O:14])[CH3:25]. The yield is 0.490. (3) The reactants are [Cl:1][C:2]1[C:3]2[CH:10]=[CH:9][NH:8][C:4]=2[N:5]=[CH:6][N:7]=1.[H-].[Na+].[Cl:13][CH2:14][CH2:15][CH:16](OS(C)(=O)=O)[C:17]1[CH:22]=[CH:21][CH:20]=[CH:19][CH:18]=1. The catalyst is CN(C=O)C.O.CCOC(C)=O. The product is [Cl:1][C:2]1[C:3]2[CH:10]=[CH:9][N:8]([CH:16]([C:17]3[CH:22]=[CH:21][CH:20]=[CH:19][CH:18]=3)[CH2:15][CH2:14][Cl:13])[C:4]=2[N:5]=[CH:6][N:7]=1. The yield is 0.560. (4) The reactants are [S:1]1[C:5]2[CH:6]=[C:7]([N:10]3[CH2:14][CH:13]([CH3:15])[NH:12][C:11]3=[O:16])[CH:8]=[CH:9][C:4]=2[N:3]=[CH:2]1.I[C:18]1[CH:19]=[N:20][CH:21]=[CH:22][C:23]=1[CH3:24].CNC1CCCCC1NC.P([O-])([O-])([O-])=O.[K+].[K+].[K+]. The catalyst is C(Cl)(Cl)Cl.[Cu](I)I.CO.O1CCOCC1. The product is [S:1]1[C:5]2[CH:6]=[C:7]([N:10]3[CH2:14][CH:13]([CH3:15])[N:12]([C:18]4[CH:19]=[N:20][CH:21]=[CH:22][C:23]=4[CH3:24])[C:11]3=[O:16])[CH:8]=[CH:9][C:4]=2[N:3]=[CH:2]1. The yield is 0.167. (5) The reactants are C[O:2][C:3]1[CH:4]=[C:5]2[C:10](=[CH:11][CH:12]=1)[S:9][C:8]([CH3:14])([CH3:13])[CH2:7][C:6]2=[O:15].B(Br)(Br)Br. The catalyst is C(Cl)Cl. The product is [OH:2][C:3]1[CH:4]=[C:5]2[C:10](=[CH:11][CH:12]=1)[S:9][C:8]([CH3:13])([CH3:14])[CH2:7][C:6]2=[O:15]. The yield is 0.400. (6) The reactants are C([O:4][C:5]([CH3:33])([CH2:7][CH2:8][CH2:9][N:10]1[CH2:19][C@@H:18]2[CH2:20][O:21][CH2:22][CH2:23][N:17]2[C:16]2[N:15]=[C:14]([C:24]3[CH:32]=[CH:31][CH:30]=[C:29]4[C:25]=3[CH:26]=[CH:27][NH:28]4)[N:13]=[CH:12][C:11]1=2)[CH3:6])(=O)C.[OH-].[Na+]. The catalyst is CO. The product is [NH:28]1[C:29]2[C:25](=[C:24]([C:14]3[N:13]=[CH:12][C:11]4[N:10]([CH2:9][CH2:8][CH2:7][C:5]([CH3:33])([OH:4])[CH3:6])[CH2:19][C@@H:18]5[CH2:20][O:21][CH2:22][CH2:23][N:17]5[C:16]=4[N:15]=3)[CH:32]=[CH:31][CH:30]=2)[CH:26]=[CH:27]1. The yield is 0.710.